The task is: Predict the product of the given reaction.. This data is from Forward reaction prediction with 1.9M reactions from USPTO patents (1976-2016). (1) Given the reactants C1C=CC(CNS(C2C=CC3N=NN(O)C=3C=2)(=O)=O)=CC=1.Cl.N1C=CC=CC=1.[O:29]1[C:33]([C:34](Cl)=[O:35])=[CH:32][CH:31]=[N:30]1.[N:37]1([C:43]2[CH:49]=[CH:48][CH:47]=[CH:46][C:44]=2[NH2:45])[CH2:42][CH2:41][CH2:40][CH2:39][CH2:38]1, predict the reaction product. The product is: [N:37]1([C:43]2[CH:49]=[CH:48][CH:47]=[CH:46][C:44]=2[NH:45][C:34]([C:33]2[O:29][N:30]=[CH:31][CH:32]=2)=[O:35])[CH2:42][CH2:41][CH2:40][CH2:39][CH2:38]1. (2) Given the reactants [NH2:1][C:2]1[C:3]([O:20][CH3:21])=[CH:4][C:5]([CH:17]([CH3:19])[CH3:18])=[C:6]([CH:16]=1)[O:7][C:8]1[C:9]([NH2:15])=[N:10][C:11]([NH2:14])=[N:12][CH:13]=1.COC1[CH:29]=[CH:28][C:27](OC)=[CH:26]O1.[OH-].[Na+], predict the reaction product. The product is: [CH:17]([C:5]1[CH:4]=[C:3]([O:20][CH3:21])[C:2]([N:1]2[CH:29]=[CH:28][CH:27]=[CH:26]2)=[CH:16][C:6]=1[O:7][C:8]1[C:9]([NH2:15])=[N:10][C:11]([NH2:14])=[N:12][CH:13]=1)([CH3:19])[CH3:18]. (3) The product is: [Br:21][CH2:3][CH2:2][CH2:1][C:4]([C:6]1[CH:11]=[CH:10][C:9]([C:12]([CH3:20])([CH3:13])[C:22]([OH:23])=[O:25])=[CH:8][CH:7]=1)=[O:5]. Given the reactants [CH:1]1([C:4]([C:6]2[CH:11]=[CH:10][C:9]([C:12]([CH3:20])(C)[C:13](N(C)OC)=O)=[CH:8][CH:7]=2)=[O:5])[CH2:3][CH2:2]1.[BrH:21].[C:22](=[O:25])([O-])[OH:23].[Na+], predict the reaction product. (4) Given the reactants [O:1]=[C:2]([CH3:14])[CH2:3][C:4]1[O:8][N:7]=[C:6]([C:9]([O:11]CC)=[O:10])[CH:5]=1.C(=O)([O-])[O-].[Cs+].[Cs+], predict the reaction product. The product is: [O:1]=[C:2]([CH3:14])[CH2:3][C:4]1[O:8][N:7]=[C:6]([C:9]([OH:11])=[O:10])[CH:5]=1. (5) Given the reactants [NH2:1][C:2]1[CH:7]=[CH:6][CH:5]=[CH:4][N:3]=1.Cl[CH:9]([C:15](=O)[CH3:16])[C:10]([O:12][CH2:13][CH3:14])=[O:11], predict the reaction product. The product is: [CH3:16][C:15]1[N:1]=[C:2]2[CH:7]=[CH:6][CH:5]=[CH:4][N:3]2[C:9]=1[C:10]([O:12][CH2:13][CH3:14])=[O:11]. (6) Given the reactants N[CH2:2][C:3]1[C:4]([CH3:24])=[N:5][C:6]2[N:7]([N:17]=[C:18]([C:20]([O:22][CH3:23])=[O:21])[N:19]=2)[C:8]=1[C:9]1[CH:14]=[CH:13][C:12]([Cl:15])=[CH:11][C:10]=1[Cl:16].[O:25](C(OC(C)(C)C)=O)[C:26]([O:28][C:29]([CH3:32])([CH3:31])[CH3:30])=O.CCN(CC)CC, predict the reaction product. The product is: [C:29]([O:28][C:26]([CH2:2][C:3]1[C:4]([CH3:24])=[N:5][C:6]2[N:7]([N:17]=[C:18]([C:20]([O:22][CH3:23])=[O:21])[N:19]=2)[C:8]=1[C:9]1[CH:14]=[CH:13][C:12]([Cl:15])=[CH:11][C:10]=1[Cl:16])=[O:25])([CH3:32])([CH3:31])[CH3:30].